This data is from Forward reaction prediction with 1.9M reactions from USPTO patents (1976-2016). The task is: Predict the product of the given reaction. (1) Given the reactants C(N(C(C)C)CC)(C)C.[C:10](Cl)(=[O:14])[CH2:11][CH2:12][CH3:13].[C:16]([O:20][C:21]([NH:23][C:24]1[CH:25]=[CH:26][C:27]([OH:33])=[C:28]([CH:32]=1)[C:29]([OH:31])=[O:30])=[O:22])([CH3:19])([CH3:18])[CH3:17].Cl.Cl.CCOCC, predict the reaction product. The product is: [C:16]([O:20][C:21]([NH:23][C:24]1[CH:25]=[CH:26][C:27]([O:33][C:10](=[O:14])[CH2:11][CH2:12][CH3:13])=[C:28]([CH:32]=1)[C:29]([OH:31])=[O:30])=[O:22])([CH3:19])([CH3:17])[CH3:18]. (2) Given the reactants [C:1]([O:5][C:6]([N:8]1[CH2:13][CH2:12][N:11]([C:14]2[CH:15]=[C:16](C3C=CC(Cl)=C(Cl)C=3)[C:17]([C:23]([F:26])([F:25])[F:24])=[CH:18][C:19]=2[N+:20]([O-])=O)[CH2:10][CH2:9]1)=[O:7])([CH3:4])([CH3:3])[CH3:2].[I:35][C:36]1[CH:41]=[CH:40][C:39]([S:42](Cl)(=[O:44])=[O:43])=[CH:38][CH:37]=1, predict the reaction product. The product is: [C:1]([O:5][C:6]([N:8]1[CH2:9][CH2:10][N:11]([C:14]2[CH:15]=[CH:16][C:17]([C:23]([F:24])([F:25])[F:26])=[CH:18][C:19]=2[NH:20][S:42]([C:39]2[CH:40]=[CH:41][C:36]([I:35])=[CH:37][CH:38]=2)(=[O:44])=[O:43])[CH2:12][CH2:13]1)=[O:7])([CH3:2])([CH3:4])[CH3:3]. (3) Given the reactants Br.Br[C:3]1[CH:8]=[CH:7][C:6]([C:9]2[N:10]=[C:11]([NH2:14])[S:12][CH:13]=2)=[CH:5][CH:4]=1.[CH3:15][C:16]1[CH:36]=[CH:35][C:19]([C:20]([NH:22][C:23]2[CH:28]=[CH:27][CH:26]=[C:25]([N:29]3[CH2:34][CH2:33][O:32][CH2:31][CH2:30]3)[CH:24]=2)=[O:21])=[CH:18][C:17]=1B1OC(C)(C)C(C)(C)O1, predict the reaction product. The product is: [NH2:14][C:11]1[S:12][CH:13]=[C:9]([C:6]2[CH:7]=[CH:8][C:3]([C:17]3[C:16]([CH3:15])=[CH:36][CH:35]=[C:19]([C:20]([NH:22][C:23]4[CH:28]=[CH:27][CH:26]=[C:25]([N:29]5[CH2:34][CH2:33][O:32][CH2:31][CH2:30]5)[CH:24]=4)=[O:21])[CH:18]=3)=[CH:4][CH:5]=2)[N:10]=1. (4) Given the reactants [C-]#[N:2].[K+].[C:4]([N:11]1[CH2:16][CH2:15][NH:14][CH2:13][CH2:12]1)([O:6][C:7]([CH3:10])([CH3:9])[CH3:8])=[O:5].O.[C:18]1([CH3:28])[CH:23]=CC(S(O)(=O)=O)=C[CH:19]=1.CC(C)=O, predict the reaction product. The product is: [C:19]([C:18]([N:14]1[CH2:13][CH2:12][N:11]([C:4]([O:6][C:7]([CH3:10])([CH3:9])[CH3:8])=[O:5])[CH2:16][CH2:15]1)([CH3:28])[CH3:23])#[N:2]. (5) Given the reactants [N+:1]([C:4]1[CH:9]=[CH:8][CH:7]=[C:6]([O:10][CH3:11])[C:5]=1[OH:12])([O-])=O.[CH2:13](OC(OCC)OCC)C, predict the reaction product. The product is: [CH3:11][O:10][C:6]1[C:5]2[O:12][CH:13]=[N:1][C:4]=2[CH:9]=[CH:8][CH:7]=1.